The task is: Predict the product of the given reaction.. This data is from Forward reaction prediction with 1.9M reactions from USPTO patents (1976-2016). (1) Given the reactants Cl[C:2]1[C:11]2[C:6](=[CH:7][CH:8]=[C:9]([C:12]([N:14]3[CH2:17][CH:16]([O:18][CH3:19])[CH2:15]3)=[O:13])[CH:10]=2)[C:5]([NH2:20])=[N:4][CH:3]=1.[CH3:21][N:22]1[C:31]2[C:26](=[CH:27][C:28](B3OC(C)(C)C(C)(C)O3)=[CH:29][CH:30]=2)[CH2:25][CH2:24][C:23]1=[O:41].CC([O-])=O.[K+].CN(C)C=O, predict the reaction product. The product is: [NH2:20][C:5]1[C:6]2[C:11](=[CH:10][C:9]([C:12]([N:14]3[CH2:17][CH:16]([O:18][CH3:19])[CH2:15]3)=[O:13])=[CH:8][CH:7]=2)[C:2]([C:28]2[CH:27]=[C:26]3[C:31](=[CH:30][CH:29]=2)[N:22]([CH3:21])[C:23](=[O:41])[CH2:24][CH2:25]3)=[CH:3][N:4]=1. (2) Given the reactants Cl[C:2]1[N:3]=[CH:4][C:5]2[NH:10][C:9]([C:11]3[C:16]([F:17])=[CH:15][CH:14]=[CH:13][C:12]=3[Cl:18])=[CH:8][C:6]=2[N:7]=1.[CH3:19][N:20]([CH3:34])[S:21]([C:24]1[CH:29]=[CH:28][C:27](B(O)O)=[C:26]([CH3:33])[CH:25]=1)(=[O:23])=[O:22].C(=O)([O-])[O-].[K+].[K+], predict the reaction product. The product is: [Cl:18][C:12]1[CH:13]=[CH:14][CH:15]=[C:16]([F:17])[C:11]=1[C:9]1[NH:10][C:5]2[CH:4]=[N:3][C:2]([C:27]3[CH:28]=[CH:29][C:24]([S:21]([N:20]([CH3:34])[CH3:19])(=[O:23])=[O:22])=[CH:25][C:26]=3[CH3:33])=[N:7][C:6]=2[CH:8]=1. (3) Given the reactants [C:1]([CH:4]([CH2:10][CH:11]([CH3:13])[CH3:12])[C:5]([O:7][CH2:8][CH3:9])=[O:6])(=[O:3])[CH3:2].[Br:14]Br, predict the reaction product. The product is: [Br:14][CH2:2][C:1]([CH:4]([CH2:10][CH:11]([CH3:12])[CH3:13])[C:5]([O:7][CH2:8][CH3:9])=[O:6])=[O:3]. (4) The product is: [CH2:15]([O:17][C:18]([C:20]1([NH:29][C:12]([C:4]2[C:5]3[O:10][CH2:9][O:8][CH2:7][C:6]=3[CH:11]=[C:2]([F:1])[CH:3]=2)=[O:14])[CH2:28][C:27]2[C:22](=[CH:23][CH:24]=[CH:25][CH:26]=2)[CH2:21]1)=[O:19])[CH3:16]. Given the reactants [F:1][C:2]1[CH:3]=[C:4]([C:12]([OH:14])=O)[C:5]2[O:10][CH2:9][O:8][CH2:7][C:6]=2[CH:11]=1.[CH2:15]([O:17][C:18]([C:20]1([NH2:29])[CH2:28][C:27]2[C:22](=[CH:23][CH:24]=[CH:25][CH:26]=2)[CH2:21]1)=[O:19])[CH3:16].CN(C(ON1N=NC2C=CC=NC1=2)=[N+](C)C)C.F[P-](F)(F)(F)(F)F.CCN(C(C)C)C(C)C, predict the reaction product. (5) Given the reactants [CH2:1]([N:8]1[CH2:12][CH2:11][N:10]([C:13]2[S:14][C:15]([C:19]([OH:21])=O)=[C:16]([CH3:18])[N:17]=2)[C:9]1=[O:22])[C:2]1[CH:7]=[CH:6][CH:5]=CC=1.C1(CCN2CCN(C3SC(C(O)=O)=C(C)N=3)C2=O)CC1.[NH2:43][CH2:44][C:45]1[CH:46]=[N:47][CH:48]=[CH:49][CH:50]=1, predict the reaction product. The product is: [CH:7]1([CH2:2][CH2:1][N:8]2[CH2:12][CH2:11][N:10]([C:13]3[S:14][C:15]([C:19]([NH:43][CH2:44][C:45]4[CH:46]=[N:47][CH:48]=[CH:49][CH:50]=4)=[O:21])=[C:16]([CH3:18])[N:17]=3)[C:9]2=[O:22])[CH2:6][CH2:5]1.